Dataset: Forward reaction prediction with 1.9M reactions from USPTO patents (1976-2016). Task: Predict the product of the given reaction. Given the reactants [Br:1][C:2]1[CH:11]=[C:10]2[C:5]([C:6]([C:13](=O)[CH2:14]Br)=[CH:7][C:8](=[O:12])[O:9]2)=[CH:4][CH:3]=1.[C:17]([NH2:20])(=[S:19])[CH3:18], predict the reaction product. The product is: [Br:1][C:2]1[CH:11]=[C:10]2[C:5]([C:6]([C:13]3[N:20]=[C:17]([CH3:18])[S:19][CH:14]=3)=[CH:7][C:8](=[O:12])[O:9]2)=[CH:4][CH:3]=1.